Dataset: Catalyst prediction with 721,799 reactions and 888 catalyst types from USPTO. Task: Predict which catalyst facilitates the given reaction. (1) Reactant: S(=O)(=O)(O)[OH:2].[C:6]([C:8]1([NH:17][C:18](=[O:29])[CH2:19][C:20]2[C:25]([CH3:26])=[CH:24][C:23]([CH3:27])=[CH:22][C:21]=2[CH3:28])[CH2:13][CH2:12][N:11]([O:14][CH2:15][CH3:16])[CH2:10][CH2:9]1)#N.[C:30](=O)([O-])[O-:31].[Na+].[Na+]. Product: [CH3:30][O:31][C:6]([C:8]1([NH:17][C:18](=[O:29])[CH2:19][C:20]2[C:21]([CH3:28])=[CH:22][C:23]([CH3:27])=[CH:24][C:25]=2[CH3:26])[CH2:13][CH2:12][N:11]([O:14][CH2:15][CH3:16])[CH2:10][CH2:9]1)=[O:2]. The catalyst class is: 5. (2) Product: [CH3:28][O:29][C:30]1[CH:31]=[C:32]2[C:37](=[CH:38][C:39]=1[O:40][CH3:41])[N:36]=[CH:35][N:34]=[C:33]2[S:42][C:43]1[CH:44]=[C:45]([NH:46][C:19]([NH:18][C:10]2[CH:11]=[C:12]([C:14]([F:15])([F:17])[F:16])[CH:13]=[C:8]([CH2:7][N:4]3[CH2:5][CH2:6][O:1][CH2:2][CH2:3]3)[CH:9]=2)=[O:27])[CH:47]=[CH:48][CH:49]=1. The catalyst class is: 142. Reactant: [O:1]1[CH2:6][CH2:5][N:4]([CH2:7][C:8]2[CH:9]=[C:10]([NH:18][C:19](=[O:27])OC3C=CC=CC=3)[CH:11]=[C:12]([C:14]([F:17])([F:16])[F:15])[CH:13]=2)[CH2:3][CH2:2]1.[CH3:28][O:29][C:30]1[CH:31]=[C:32]2[C:37](=[CH:38][C:39]=1[O:40][CH3:41])[N:36]=[CH:35][N:34]=[C:33]2[S:42][C:43]1[CH:44]=[C:45]([CH:47]=[CH:48][CH:49]=1)[NH2:46].C(N(C(C)C)CC)(C)C. (3) Reactant: [F:1][C:2]([F:11])([F:10])[C:3]#[C:4][C:5]([O:7][CH2:8][CH3:9])=[O:6].[SH:12][CH2:13][C:14](OC)=[O:15].CCOCC. Product: [OH:15][C:14]1[C:4]([C:5]([O:7][CH2:8][CH3:9])=[O:6])=[C:3]([C:2]([F:10])([F:11])[F:1])[S:12][CH:13]=1. The catalyst class is: 6. (4) Reactant: [CH3:1][C:2]1[S:6][C:5]([C:7]2[CH:8]=[N:9][NH:10][C:11]=2[NH2:12])=[N:4][CH:3]=1.[Cl:13][C:14]1[CH:19]=[CH:18][C:17]([C:20](=O)[CH2:21][C:22](OCC)=[O:23])=[CH:16][C:15]=1[O:28][CH3:29].CC1C=CC(S(O)(=O)=O)=CC=1. Product: [Cl:13][C:14]1[CH:19]=[CH:18][C:17]([C:20]2[NH:12][C:11]3[N:10]([N:9]=[CH:8][C:7]=3[C:5]3[S:6][C:2]([CH3:1])=[CH:3][N:4]=3)[C:22](=[O:23])[CH:21]=2)=[CH:16][C:15]=1[O:28][CH3:29]. The catalyst class is: 114.